From a dataset of Reaction yield outcomes from USPTO patents with 853,638 reactions. Predict the reaction yield, written as a fraction of the theoretical maximum amount of product (1.0 means a 100% yield; for example, 0.34 means a 34% yield). (1) The reactants are [CH2:1]([C:3]1[CH:4]=[CH:5][C:6]([CH:9]=[CH2:10])=[N:7][CH:8]=1)[CH3:2].BrN1C(=[O:17])CCC1=O.[OH-].[Na+].[OH:21][C:22]1[CH:29]=[CH:28][C:25]([CH:26]=[O:27])=[CH:24][CH:23]=1. The catalyst is C(O)(C)(C)C.O.C1(C)C=CC=CC=1. The product is [CH2:1]([C:3]1[CH:4]=[CH:5][C:6]([CH:9]([OH:17])[CH2:10][O:21][C:22]2[CH:29]=[CH:28][C:25]([CH:26]=[O:27])=[CH:24][CH:23]=2)=[N:7][CH:8]=1)[CH3:2]. The yield is 0.840. (2) The reactants are [NH2:1][CH2:2][CH2:3][CH2:4][OH:5].CS(O[CH2:11][C@@H:12]([NH:14][S:15]([C:18]1[CH:23]=[CH:22][CH:21]=[CH:20][C:19]=1[N+:24]([O-:26])=[O:25])(=[O:17])=[O:16])[CH3:13])(=O)=O. The catalyst is C(#N)C. The product is [OH:5][CH2:4][CH2:3][CH2:2][NH:1][CH2:13][C@@H:12]([NH:14][S:15]([C:18]1[CH:23]=[CH:22][CH:21]=[CH:20][C:19]=1[N+:24]([O-:26])=[O:25])(=[O:17])=[O:16])[CH3:11]. The yield is 0.928.